The task is: Predict the product of the given reaction.. This data is from Forward reaction prediction with 1.9M reactions from USPTO patents (1976-2016). (1) Given the reactants [F:1][C:2]1[C:15]([NH:16][CH2:17][C:18]2[CH:23]=[C:22]([C:24]3[CH:29]=[CH:28][CH:27]=[C:26]([F:30])[CH:25]=3)[CH:21]=[C:20]([F:31])[C:19]=2[CH3:32])=[C:14]([F:33])[CH:13]=[CH:12][C:3]=1[O:4][CH2:5][C:6]([O:8]C(C)C)=[O:7].[OH-].[Na+], predict the reaction product. The product is: [F:1][C:2]1[C:15]([NH:16][CH2:17][C:18]2[CH:23]=[C:22]([C:24]3[CH:29]=[CH:28][CH:27]=[C:26]([F:30])[CH:25]=3)[CH:21]=[C:20]([F:31])[C:19]=2[CH3:32])=[C:14]([F:33])[CH:13]=[CH:12][C:3]=1[O:4][CH2:5][C:6]([OH:8])=[O:7]. (2) Given the reactants [NH2:1][C:2]1[C:3]2[N:4]([C:9]([C@@H:31]3[CH2:36][CH2:35][CH2:34][N:33]([C:37]([C:39]4([CH3:43])[CH2:42][O:41][CH2:40]4)=[O:38])[CH2:32]3)=[N:10][C:11]=2[C:12]2[CH:30]=[CH:29][C:15]([C:16]([NH:18][C:19]3[CH:24]=[C:23]([C:25]([F:28])([F:27])[F:26])[CH:22]=[CH:21][N:20]=3)=[O:17])=[CH:14][CH:13]=2)[C:5](Cl)=[CH:6][N:7]=1.[CH:44](B1OC(C)(C)C(C)(C)O1)=[CH2:45].C([O-])([O-])=O.[K+].[K+], predict the reaction product. The product is: [NH2:1][C:2]1[C:3]2[N:4]([C:9]([C@@H:31]3[CH2:36][CH2:35][CH2:34][N:33]([C:37]([C:39]4([CH3:43])[CH2:42][O:41][CH2:40]4)=[O:38])[CH2:32]3)=[N:10][C:11]=2[C:12]2[CH:30]=[CH:29][C:15]([C:16]([NH:18][C:19]3[CH:24]=[C:23]([C:25]([F:28])([F:27])[F:26])[CH:22]=[CH:21][N:20]=3)=[O:17])=[CH:14][CH:13]=2)[C:5]([CH:44]=[CH2:45])=[CH:6][N:7]=1. (3) Given the reactants [CH:1]1([NH2:7])[CH2:6][CH2:5][CH2:4][CH2:3][CH2:2]1.C(N(CC)CC)C.Br[C:16]([C:24]1[CH:29]=[CH:28][CH:27]=[CH:26][CH:25]=1)=[C:17]([N+:22]#[C-:23])[C:18]([O:20][CH3:21])=[O:19], predict the reaction product. The product is: [CH:1]1([N:7]2[C:16]([C:24]3[CH:25]=[CH:26][CH:27]=[CH:28][CH:29]=3)=[C:17]([C:18]([O:20][CH3:21])=[O:19])[N:22]=[CH:23]2)[CH2:6][CH2:5][CH2:4][CH2:3][CH2:2]1. (4) Given the reactants I.[NH2:2][CH2:3][CH2:4][NH:5][C:6]1[C:7]([C:11]2[N:15]([C:16]3[CH:17]=[CH:18][C:19]([F:24])=[C:20]([CH:23]=3)[C:21]#[N:22])C(=O)[O:13][N:12]=2)=[N:8][O:9][N:10]=1.[S:26](N)([NH2:29])(=[O:28])=[O:27].[OH-].[Na+].O, predict the reaction product. The product is: [NH2:29][S:26]([NH:2][CH2:3][CH2:4][NH:5][C:6]1[C:7]([C:11](=[N:12][OH:13])[NH:15][C:16]2[CH:17]=[CH:18][C:19]([F:24])=[C:20]([C:21]#[N:22])[CH:23]=2)=[N:8][O:9][N:10]=1)(=[O:28])=[O:27]. (5) Given the reactants C([O:3][CH:4](OCC)[CH2:5][C:6]1[C:7]([O:38][CH2:39][CH3:40])=[N:8][N:9]([C:32]2[CH:37]=[CH:36][CH:35]=[CH:34][CH:33]=2)[C:10]=1[NH:11][C:12]([NH:14][C@H:15]1[C@H:19]([C:20]2[CH:25]=[CH:24][C:23]([F:26])=[C:22]([F:27])[CH:21]=2)[CH2:18][N:17]([CH2:28][CH2:29][O:30][CH3:31])[CH2:16]1)=[O:13])C.O.Br, predict the reaction product. The product is: [F:27][C:22]1[CH:21]=[C:20]([C@@H:19]2[CH2:18][N:17]([CH2:28][CH2:29][O:30][CH3:31])[CH2:16][C@H:15]2[NH:14][C:12]([NH:11][C:10]2[N:9]([C:32]3[CH:33]=[CH:34][CH:35]=[CH:36][CH:37]=3)[N:8]=[C:7]([O:38][CH2:39][CH3:40])[C:6]=2[CH2:5][CH:4]=[O:3])=[O:13])[CH:25]=[CH:24][C:23]=1[F:26].